Dataset: Experimentally validated miRNA-target interactions with 360,000+ pairs, plus equal number of negative samples. Task: Binary Classification. Given a miRNA mature sequence and a target amino acid sequence, predict their likelihood of interaction. (1) The miRNA is rno-let-7g-5p with sequence UGAGGUAGUAGUUUGUACAGUU. The protein sequence of the target gene is MGRYRVRVVTGAWLFSGSLNLVRLWLVGEHREAKLELQLRPARGKEEEFDFDVPEDLGPLQFVKLHKQHTVVDDAWFCNLITVQGPGTSAEAVFPCYRWVQGEGILSLPEGTARLAGDNALDVFQKYREKELKERQQTYCWATWKEGLPQTIAADCKDDLPPNMRFHEEKRLDFEWTLKAGVLEMGLKRVYTLLRSWNHLEDFDQIFWGQKSALAEKVHQCWQEDELFGYQFLNGANPMLLRRSTSLPSRLVLPSGMEELQAQLEKELKNGSLFEADFILLDGIPANVIRGEPQYLAAPL.... Result: 0 (no interaction). (2) The miRNA is hsa-miR-6732-5p with sequence UAGGGGGUGGCAGGCUGGCC. The protein sequence of the target gene is MEACVSSLLVLALGALSVGSSFGTQIIGGREVIPHSRPYMASLQRNGSHLCGGVLVHPKWVLTAAHCLAQRMAQLRLVLGLHTLDSPGLTFHIKAAIQHPRYKPVPALENDLALLQLDGKVKPSRTIRPLALPSKRQVVAAGTRCSMAGWGLTHQGGRLSRVLRELDLQVLDTRMCNNSRFWNGSLSPSMVCLAADSKDQAPCKGDSGGPLVCGKGRVLARVLSFSSRVCTDIFKPPVATAVAPYVSWIRKVTGRSA. Result: 1 (interaction). (3) The miRNA is hsa-miR-2114-5p with sequence UAGUCCCUUCCUUGAAGCGGUC. The protein sequence of the target gene is MDLKTAVFNAARDGKLRLLTKLLASKSKEEVSSLISEKTNGATPLLMAARYGHLDMVEFLLEQCSASIEVGGSVNFDGETIEGAPPLWAASAAGHLKVVQSLLNHGASVNNTTLTNSTPLRAACFDGHLEIVKYLVEHKADLEVSNRHGHTCLMISCYKGHKEIAQYLLEKGADVNRKSVKGNTALHDCAESGSLDIMKMLLMYCAKMEKDGYGMTPLLSASVTGHTNIVDFLTHHAQTSKTERINALELLGATFVDKKRDLLGALKYWKKAMNMRYSDRTNIISKPVPQTLIMAYDYAK.... Result: 0 (no interaction).